This data is from Full USPTO retrosynthesis dataset with 1.9M reactions from patents (1976-2016). The task is: Predict the reactants needed to synthesize the given product. (1) Given the product [CH3:1][O:2][C:3]([C:5]1[CH:14]=[C:13]2[C:8]([CH:9]=[CH:10][C:11]([C:15]([F:18])([F:16])[F:17])=[N:12]2)=[C:7]([OH:19])[C:6]=1[N+:20]([O-:22])=[O:21])=[O:4], predict the reactants needed to synthesize it. The reactants are: [CH3:1][O:2][C:3]([C:5]1[CH:14]=[C:13]2[C:8]([CH:9]=[CH:10][C:11]([C:15]([F:18])([F:17])[F:16])=[N:12]2)=[C:7]([OH:19])[CH:6]=1)=[O:4].[N+:20]([O-])([OH:22])=[O:21].CCCCCC.C(OCC)(=O)C. (2) Given the product [OH-:3].[NH4+:11].[CH3:1][S:2]([CH2:5][C:6]1[CH:7]=[CH:8][C:9]2[N:13]=[CH:12][N:11]([C:14]3[S:18][C:17]([C:19]([NH2:37])=[O:21])=[C:16]([O:23][C@@H:24]([C:26]4[CH:31]=[CH:30][CH:29]=[CH:28][C:27]=4[C:32]([F:34])([F:33])[F:35])[CH3:25])[CH:15]=3)[C:10]=2[CH:36]=1)(=[O:4])=[O:3], predict the reactants needed to synthesize it. The reactants are: [CH3:1][S:2]([CH2:5][C:6]1[CH:7]=[CH:8][C:9]2[N:13]=[CH:12][N:11]([C:14]3[S:18][C:17]([C:19]([O:21]C)=O)=[C:16]([O:23][C@@H:24]([C:26]4[CH:31]=[CH:30][CH:29]=[CH:28][C:27]=4[C:32]([F:35])([F:34])[F:33])[CH3:25])[CH:15]=3)[C:10]=2[CH:36]=1)(=[O:4])=[O:3].[NH3:37].CO.